From a dataset of Full USPTO retrosynthesis dataset with 1.9M reactions from patents (1976-2016). Predict the reactants needed to synthesize the given product. (1) Given the product [CH3:25][C:26]1[CH:27]=[C:28]([CH3:29])[N:22]([C:20]2[S:21][C:17]([C:13]3[N:8]4[N:9]=[C:10]([CH3:12])[CH:11]=[C:6]([CH:3]([CH2:4][CH3:5])[CH2:1][CH3:2])[C:7]4=[N:15][C:14]=3[CH3:16])=[C:18]([CH3:24])[N:19]=2)[N:23]=1, predict the reactants needed to synthesize it. The reactants are: [CH2:1]([CH:3]([C:6]1[C:7]2[N:8]([C:13]([C:17]3[S:21][C:20]([NH:22][NH2:23])=[N:19][C:18]=3[CH3:24])=[C:14]([CH3:16])[N:15]=2)[N:9]=[C:10]([CH3:12])[CH:11]=1)[CH2:4][CH3:5])[CH3:2].[CH3:25][C:26](=O)[CH2:27][C:28](=O)[CH3:29]. (2) Given the product [C:19]([O:18][C:16](=[O:17])[NH:15][CH2:14][CH2:13][C:12]1[O:1][N:2]=[C:3]([CH2:4][CH3:5])[N:6]=1)([CH3:22])([CH3:21])[CH3:20], predict the reactants needed to synthesize it. The reactants are: [OH:1][NH:2][C:3](=[NH:6])[CH2:4][CH3:5].[H-].[Na+].C(O[C:12](=O)[CH2:13][CH2:14][NH:15][C:16]([O:18][C:19]([CH3:22])([CH3:21])[CH3:20])=[O:17])C.O. (3) Given the product [Cl:28][C:24]1[CH:23]=[C:22]([CH:20]([C:13]2([C:17]#[N:18])[CH2:16][CH2:15][CH2:14]2)[CH3:21])[CH:27]=[CH:26][CH:25]=1, predict the reactants needed to synthesize it. The reactants are: [Li]CCCC.C(NC(C)C)(C)C.[CH:13]1([C:17]#[N:18])[CH2:16][CH2:15][CH2:14]1.Br[CH:20]([C:22]1[CH:27]=[CH:26][CH:25]=[C:24]([Cl:28])[CH:23]=1)[CH3:21].